This data is from Serine/threonine kinase 33 screen with 319,792 compounds. The task is: Binary Classification. Given a drug SMILES string, predict its activity (active/inactive) in a high-throughput screening assay against a specified biological target. (1) The molecule is Clc1ccc(cc1)/C=C\C(=O)NC(=S)Nc1nccc(c1)C. The result is 0 (inactive). (2) The compound is O=C(NCCc1c2c([nH]c1)cccc2)C(/NC(=O)c1ccc(OC)cc1)=C\c1ccc(OC)cc1. The result is 0 (inactive). (3) The molecule is Fc1cc(Cn2nc(c(N3CCCCC3)cc2=O)c2ccccc2)ccc1. The result is 0 (inactive). (4) The molecule is O1CCN(CC1)C(=O)Nc1cc(O)ccc1. The result is 0 (inactive).